Dataset: Forward reaction prediction with 1.9M reactions from USPTO patents (1976-2016). Task: Predict the product of the given reaction. (1) The product is: [F:38][C:27]([CH:24]1[CH2:25][CH2:26][N:21]([C:18]2[N:19]=[CH:20][C:15]([C:6]3[C:5]4[C:10](=[CH:11][C:12]([O:13][CH3:14])=[C:3]([O:2][CH3:1])[CH:4]=4)[N:9]=[N:8][CH:7]=3)=[CH:16][C:17]=2[CH3:31])[CH2:22][CH2:23]1)([CH3:29])[CH3:28]. Given the reactants [CH3:1][O:2][C:3]1[CH:4]=[C:5]2[C:10](=[CH:11][C:12]=1[O:13][CH3:14])[N:9]=[N:8][CH:7]=[C:6]2[C:15]1[CH:16]=[C:17]([CH3:31])[C:18]([N:21]2[CH2:26][CH2:25][CH:24]([C:27](O)([CH3:29])[CH3:28])[CH2:23][CH2:22]2)=[N:19][CH:20]=1.C(N(S(F)(F)[F:38])CC)C, predict the reaction product. (2) The product is: [CH3:27][C:24]1[N:25]=[N:26][N:22]([CH2:21][C:12]2[CH:13]=[C:14]([C:17]([F:19])([F:20])[F:18])[CH:15]=[CH:16][C:11]=2/[CH:10]=[CH:9]/[C:8]([N:5]2[CH2:4][CH2:3][CH:2]([NH:1][C:39](=[O:40])[CH2:38][CH2:37][CH2:36][CH2:35][CH2:34][C:33]3[NH:29][N:30]=[N:31][CH:32]=3)[CH2:7][CH2:6]2)=[O:28])[N:23]=1. Given the reactants [NH2:1][CH:2]1[CH2:7][CH2:6][N:5]([C:8](=[O:28])/[CH:9]=[CH:10]/[C:11]2[CH:16]=[CH:15][C:14]([C:17]([F:20])([F:19])[F:18])=[CH:13][C:12]=2[CH2:21][N:22]2[N:26]=[N:25][C:24]([CH3:27])=[N:23]2)[CH2:4][CH2:3]1.[NH:29]1[C:33]([CH2:34][CH2:35][CH2:36][CH2:37][CH2:38][C:39](O)=[O:40])=[CH:32][N:31]=[N:30]1.C(N(CC)CC)C.C(P1(=O)OP(CCC)(=O)OP(CCC)(=O)O1)CC, predict the reaction product. (3) Given the reactants [C:1]([O:5][C:6]([NH:8][C@@H:9]([C:12]1[NH:13][CH:14]=[CH:15][C:16]=1[C:17]([O:19][C:20]([CH3:23])([CH3:22])[CH3:21])=[O:18])[CH2:10][CH3:11])=[O:7])([CH3:4])([CH3:3])[CH3:2].CC(C)([O-])C.[Na+].[C:30]1([CH3:40])[CH:35]=[CH:34][C:33]([S:36](Cl)(=[O:38])=[O:37])=[CH:32][CH:31]=1.O, predict the reaction product. The product is: [C:1]([O:5][C:6]([NH:8][C@@H:9]([C:12]1[N:13]([S:36]([C:33]2[CH:34]=[CH:35][C:30]([CH3:40])=[CH:31][CH:32]=2)(=[O:38])=[O:37])[CH:14]=[CH:15][C:16]=1[C:17]([O:19][C:20]([CH3:22])([CH3:21])[CH3:23])=[O:18])[CH2:10][CH3:11])=[O:7])([CH3:4])([CH3:2])[CH3:3]. (4) Given the reactants C(OC(=O)[NH:7][C@H:8]([C:10]1[N:15]2[CH2:16][CH2:17][C:18]3[CH2:19][CH2:20][C:21]([F:23])=[CH:22][C:13]([C:14]=32)=[CH:12][N:11]=1)[CH3:9])(C)(C)C.C(O)(C(F)(F)F)=O.C1(C)C=CC=CC=1, predict the reaction product. The product is: [F:23][C:21]1[CH2:20][CH2:19][C:18]2[CH2:17][CH2:16][N:15]3[C:10]([C@@H:8]([NH2:7])[CH3:9])=[N:11][CH:12]=[C:13]([C:14]=23)[CH:22]=1. (5) Given the reactants [NH2:1][C:2]1[CH:3]=[C:4]([CH:26]=[CH:27][CH:28]=1)[CH2:5][O:6][C:7]1[CH:15]=[C:14]([F:16])[CH:13]=[C:12]([NH:17][C:18]2[CH:23]=[CH:22][C:21]([I:24])=[CH:20][C:19]=2[F:25])[C:8]=1[C:9]([NH2:11])=[O:10].[CH2:29]([S:31](Cl)(=[O:33])=[O:32])[CH3:30], predict the reaction product. The product is: [CH2:29]([S:31]([NH:1][C:2]1[CH:3]=[C:4]([CH:26]=[CH:27][CH:28]=1)[CH2:5][O:6][C:7]1[CH:15]=[C:14]([F:16])[CH:13]=[C:12]([NH:17][C:18]2[CH:23]=[CH:22][C:21]([I:24])=[CH:20][C:19]=2[F:25])[C:8]=1[C:9]([NH2:11])=[O:10])(=[O:33])=[O:32])[CH3:30]. (6) Given the reactants Cl[C:2]1[N:7]=[CH:6][C:5]([CH2:8][N:9]2[C:17]3[C:12](=[CH:13][CH:14]=[CH:15][CH:16]=3)[C:11]3([C:21]4=[CH:22][C:23]5[O:27][CH2:26][O:25][C:24]=5[CH:28]=[C:20]4[O:19][CH2:18]3)[C:10]2=[O:29])=[CH:4][CH:3]=1.[CH3:30][NH:31][CH3:32], predict the reaction product. The product is: [CH3:30][N:31]([CH3:32])[C:2]1[N:7]=[CH:6][C:5]([CH2:8][N:9]2[C:17]3[C:12](=[CH:13][CH:14]=[CH:15][CH:16]=3)[C:11]3([C:21]4=[CH:22][C:23]5[O:27][CH2:26][O:25][C:24]=5[CH:28]=[C:20]4[O:19][CH2:18]3)[C:10]2=[O:29])=[CH:4][CH:3]=1.